Dataset: Full USPTO retrosynthesis dataset with 1.9M reactions from patents (1976-2016). Task: Predict the reactants needed to synthesize the given product. (1) Given the product [CH2:2]([N:9]1[CH2:10][C:11]([CH2:22][O:23][CH2:24][C:25]2[CH:30]=[C:29]([C:31]([F:34])([F:33])[F:32])[CH:28]=[C:27]([C:35]([F:36])([F:37])[F:38])[CH:26]=2)=[C:12]([C:15]2[CH:20]=[CH:19][CH:18]=[CH:17][C:16]=2[CH3:21])[CH2:13][CH2:14]1)[C:3]1[CH:8]=[CH:7][CH:6]=[CH:5][CH:4]=1, predict the reactants needed to synthesize it. The reactants are: [Br-].[CH2:2]([N+:9]1[CH:14]=[CH:13][C:12]([C:15]2[CH:20]=[CH:19][CH:18]=[CH:17][C:16]=2[CH3:21])=[C:11]([CH2:22][O:23][CH2:24][C:25]2[CH:30]=[C:29]([C:31]([F:34])([F:33])[F:32])[CH:28]=[C:27]([C:35]([F:38])([F:37])[F:36])[CH:26]=2)[CH:10]=1)[C:3]1[CH:8]=[CH:7][CH:6]=[CH:5][CH:4]=1.[BH4-].[Na+]. (2) Given the product [CH3:19][CH:18]([N:14]1[C:15]2[C:11](=[CH:10][C:9]([OH:8])=[CH:17][CH:16]=2)[CH:12]=[CH:13]1)[CH2:20][CH2:21][CH3:22], predict the reactants needed to synthesize it. The reactants are: C([O:8][C:9]1[CH:10]=[C:11]2[C:15](=[CH:16][CH:17]=1)[N:14]([CH:18]([CH2:20][CH2:21][CH3:22])[CH3:19])[CH:13]=[CH:12]2)C1C=CC=CC=1. (3) Given the product [OH:30][C@:26]([C:23]1[CH:22]=[C:21]([CH3:20])[O:25][N:24]=1)([CH3:27])[C:28]#[C:29][C:2]1[C:3]([CH3:19])=[CH:4][C:5]2[O:11][CH2:10][CH2:9][N:8]3[C:7](=[N:14][C:13]([C:15]([NH2:17])=[O:16])=[CH:12]3)[C:6]=2[CH:18]=1, predict the reactants needed to synthesize it. The reactants are: Br[C:2]1[C:3]([CH3:19])=[CH:4][C:5]2[O:11][CH2:10][CH2:9][N:8]3[CH:12]=[C:13]([C:15]([NH2:17])=[O:16])[N:14]=[C:7]3[C:6]=2[CH:18]=1.[CH3:20][C:21]1[O:25][N:24]=[C:23]([C@:26]([OH:30])([C:28]#[CH:29])[CH3:27])[CH:22]=1. (4) Given the product [CH3:1][O:2][C:3]([C:5]1[N:6]([CH3:12])[C:7]([CH2:10][O:11][CH3:19])=[N:8][CH:9]=1)=[O:4], predict the reactants needed to synthesize it. The reactants are: [CH3:1][O:2][C:3]([C:5]1[N:6]([CH3:12])[C:7]([CH2:10][OH:11])=[N:8][CH:9]=1)=[O:4].[H-].[Na+].S(OC)(O[CH3:19])(=O)=O.ClCCl.